This data is from Reaction yield outcomes from USPTO patents with 853,638 reactions. The task is: Predict the reaction yield, written as a fraction of the theoretical maximum amount of product (1.0 means a 100% yield; for example, 0.34 means a 34% yield). The product is [Br:1][C:2]1[N:3]([C@H:14]2[C@@H:24]3[O:25][C:26]([CH3:28])([CH3:27])[O:29][C@@H:30]3[C@@H:16]([CH2:17][OH:20])[O:15]2)[C:4]2[C:9]([N:10]=1)=[C:8]([N:11]([CH3:12])[CH3:13])[N:7]=[CH:6][N:5]=2. The yield is 0.610. The reactants are [Br:1][C:2]1[N:3]([C@H:14]2[C@H](O)[C@H:17]([OH:20])[C@@H:16](CCO)[O:15]2)[C:4]2[C:9]([N:10]=1)=[C:8]([N:11]([CH3:13])[CH3:12])[N:7]=[CH:6][N:5]=2.[CH3:24][O:25][C:26]([O:29][CH3:30])([CH3:28])[CH3:27].O.C1(C)C=CC(S(O)(=O)=O)=CC=1.C(=O)(O)[O-].[Na+]. The catalyst is CC(C)=O.[Cl-].[Na+].O.